This data is from Full USPTO retrosynthesis dataset with 1.9M reactions from patents (1976-2016). The task is: Predict the reactants needed to synthesize the given product. (1) Given the product [Cl:36][C:37]1[CH:38]=[C:39]([CH:42]=[CH:43][CH:44]=1)[CH2:40][NH:1][C:2]1[CH:7]=[CH:6][C:5]([C:8]2[N:13]3[N:14]=[C:15]([NH:17][C:18]4[CH:23]=[CH:22][C:21]([O:24][CH2:25][CH2:26][N:27]5[CH2:28][CH2:29][CH2:30][CH2:31]5)=[CH:20][CH:19]=4)[N:16]=[C:12]3[CH:11]=[CH:10][CH:9]=2)=[CH:4][CH:3]=1, predict the reactants needed to synthesize it. The reactants are: [NH2:1][C:2]1[CH:7]=[CH:6][C:5]([C:8]2[N:13]3[N:14]=[C:15]([NH:17][C:18]4[CH:23]=[CH:22][C:21]([O:24][CH2:25][CH2:26][N:27]5[CH2:31][CH2:30][CH2:29][CH2:28]5)=[CH:20][CH:19]=4)[N:16]=[C:12]3[CH:11]=[CH:10][CH:9]=2)=[CH:4][CH:3]=1.C(O)(=O)C.[Cl:36][C:37]1[CH:38]=[C:39]([CH:42]=[CH:43][CH:44]=1)[CH:40]=O. (2) Given the product [CH2:1]([O:3][C:4]([C@@H:6]1[CH2:10][C:9](=[O:11])[CH2:8][C@H:7]1[C:12]([OH:14])=[O:13])=[O:5])[CH3:2], predict the reactants needed to synthesize it. The reactants are: [CH2:1]([O:3][C:4]([C@@H:6]1[CH2:10][C:9](=[O:11])[CH2:8][C@H:7]1[C:12]([O:14]CC)=[O:13])=[O:5])[CH3:2].[Mg].[OH-].[Na+].ClCCl. (3) Given the product [C:50]([O:5][CH2:6][C@H:7]([O:35][C:40](=[O:43])[CH3:41])[C@H:8]1[O:12][C:11](=[O:13])[N:10]([C:14]2[CH:23]=[C:22]3[C:17]([CH:18]=[C:19]([C:25]4[CH:30]=[CH:29][CH:28]=[CH:27][C:26]=4[C:31]([F:34])([F:33])[F:32])[NH:20][C:21]3=[O:24])=[CH:16][CH:15]=2)[CH2:9]1)(=[O:52])[CH3:51], predict the reactants needed to synthesize it. The reactants are: CS([O:5][CH2:6][C@@H:7]([O:35]S(C)(=O)=O)[C@H:8]1[O:12][C:11](=[O:13])[N:10]([C:14]2[CH:23]=[C:22]3[C:17]([CH:18]=[C:19]([C:25]4[CH:30]=[CH:29][CH:28]=[CH:27][C:26]=4[C:31]([F:34])([F:33])[F:32])[NH:20][C:21]3=[O:24])=[CH:16][CH:15]=2)[CH2:9]1)(=O)=O.[C:40]([O-:43])(=O)[CH3:41].[K+].C(=O)(O)[O-].[Na+].[C:50](OC(=O)C)(=[O:52])[CH3:51]. (4) Given the product [ClH:1].[CH2:2]([N:14]([CH3:21])[C:15]1[N:16]=[C:17]([NH2:18])[NH:19][C:27]([CH3:33])([CH3:28])[N:20]=1)[CH2:3][CH2:4][CH2:5][CH2:6][CH2:7][CH2:8][CH2:9][CH2:10][CH2:11][CH2:12][CH3:13], predict the reactants needed to synthesize it. The reactants are: [ClH:1].[CH2:2]([N:14]([CH3:21])[C:15](=[NH:20])[NH:16][C:17](=[NH:19])[NH2:18])[CH2:3][CH2:4][CH2:5][CH2:6][CH2:7][CH2:8][CH2:9][CH2:10][CH2:11][CH2:12][CH3:13].CN(C=O)C.[C:27]12(CS(O)(=O)=O)C(C)(C)C(C[CH2:33]1)C[C:28]2=O. (5) Given the product [CH3:40][N:39]([CH3:41])[CH:34]1[CH2:33][C:32]2[C:36](=[CH:37][CH:38]=[C:30]([NH:29][C:3]3[N:8]=[C:7]([C:9]4[S:13][CH:12]=[N:11][C:10]=4[C:14]4[CH:15]=[C:16]([NH:20][C:21](=[O:28])[CH2:22][C:23]5[S:24][CH:25]=[CH:26][CH:27]=5)[CH:17]=[CH:18][CH:19]=4)[CH:6]=[CH:5][N:4]=3)[CH:31]=2)[CH2:35]1, predict the reactants needed to synthesize it. The reactants are: [Cl-].Cl[C:3]1[N:8]=[C:7]([C:9]2[S:13][CH:12]=[N:11][C:10]=2[C:14]2[CH:15]=[C:16]([NH:20][C:21](=[O:28])[CH2:22][C:23]3[S:24][CH:25]=[CH:26][CH:27]=3)[CH:17]=[CH:18][CH:19]=2)[CH:6]=[CH:5][N:4]=1.[NH2:29][C:30]1[CH:31]=[C:32]2[C:36](=[CH:37][CH:38]=1)[CH2:35][CH:34]([N:39]([CH3:41])[CH3:40])[CH2:33]2. (6) Given the product [O:17]1[C:16]2[CH:23]=[CH:22][CH:21]=[CH:20][C:18]=2[O:19][CH2:8][CH:2]1[C:3]([O:5][CH2:6][CH3:7])=[O:4], predict the reactants needed to synthesize it. The reactants are: Br[CH:2]([CH2:8]Br)[C:3]([O:5][CH2:6][CH3:7])=[O:4].C(=O)([O-])[O-].[K+].[K+].[C:16]1([C:18](=[CH:20][CH:21]=[CH:22][CH:23]=1)[OH:19])[OH:17]. (7) Given the product [NH2:5][C:10]1[CH:11]=[CH:12][CH:13]=[CH:14][C:9]=1[C:8]([NH:4][O:3][CH3:2])=[O:7], predict the reactants needed to synthesize it. The reactants are: Cl.[CH3:2][O:3][NH2:4].[NH:5]1[C:10]2[CH:11]=[CH:12][CH:13]=[CH:14][C:9]=2[C:8](=O)[O:7]C1=O.CCN(C(C)C)C(C)C.